The task is: Binary Classification. Given a miRNA mature sequence and a target amino acid sequence, predict their likelihood of interaction.. This data is from Experimentally validated miRNA-target interactions with 360,000+ pairs, plus equal number of negative samples. (1) The miRNA is hsa-miR-10a-3p with sequence CAAAUUCGUAUCUAGGGGAAUA. The protein sequence of the target gene is MAQEIDLSALKELEREAILQVLYRDQAVQNTEEERTRKLKTHLQHLRWKGAKNTDWEHKEKCCARCQQVLGFLLHRGAVCRGCSHRVCAQCRVFLRGTHAWKCTVCFEDRNVKIKTGEWFYEERAKKFPTGGKHETVGGQLLQSYQKLSKISVVPPTPPPVSESQCSRSPGRLQEFGQFRGFNKSVENLFLSLATHVKKLSKSQNDMTSEKHLLATGPRQCVGQTERRSQSDTAVNVTTRKVSAPDILKPLNQEDPKCSTNPILKQQNLPSSPAPSTIFSGGFRHGSLISIDSTCTEMGN.... Result: 0 (no interaction). (2) The miRNA is hsa-miR-6794-3p with sequence CUCACUCUCAGUCCCUCCCU. The protein sequence of the target gene is MVFESVVVDVLNRFLGDYVVDLDTSQLSLGIWKGAVALKNLQIKENALSQLDVPFKVKVGHIGNLKLIIPWKNLYTQPVEAVLEEIYLLIVPSSRIKYDPLKEEKQLMEAKQQELKRIEEAKQKVVDQEQHLPEKQDTFAEKLVTQIIKNLQVKISSIHIRYEDDITNRDKPLSFGISLQNLSMQTTDQYWVPCLHDETEKLVRKLIRLDNLFAYWNVKSQMFYLSDYDNSLDDLKNGIVNENIVPEGYDFVFRPISANAKLVMNRRSDFDFSAPKINLEIELHNIAIEFNKPQYFSIME.... Result: 0 (no interaction). (3) The miRNA is hsa-miR-6842-5p with sequence UGGGGGUGGUCUCUAGCCAAGG. The protein sequence of the target gene is METTNGTETWYESLHAVLKALNATLHSNLLCRPGPGLGPDNQTEERRASLPGRDDNSYMYILFVMFLFAVTVGSLILGYTRSRKVDKRSDPYHVYIKNRVSMI. Result: 1 (interaction). (4) The miRNA is hsa-miR-5190 with sequence CCAGUGACUGAGCUGGAGCCA. The protein sequence of the target gene is MEQEPQNGEPAEIKIIREAYKKAFLFVNKGLNTDELGQKEEAKNYYKQGIGHLLRGISISSKESEHTGPGWESARQMQQKMKETLQNVRTRLEILEKGLATSLQNDLQEVPKLYPEFPPKDMCEKLPEPQSFSSAPQHAEVNGNTSTPSAGAVAAPASLSLPSQSCPAEAPPAYTPQAAEGHYTVSYGTDSGEFSSVGEEFYRNHSQPPPLETLGLDADELILIPNGVQIFFVNPAGEVSAPSYPGYLRIVRFLDNSLDTVLNRPPGFLQVCDWLYPLVPDRSPVLKCTAGAYMFPDTML.... Result: 1 (interaction).